Dataset: Reaction yield outcomes from USPTO patents with 853,638 reactions. Task: Predict the reaction yield, written as a fraction of the theoretical maximum amount of product (1.0 means a 100% yield; for example, 0.34 means a 34% yield). (1) The yield is 0.710. The catalyst is C(O)(C)(C)C.O. The reactants are [N:1]1([C:23]([O:25][C:26]([CH3:29])([CH3:28])[CH3:27])=[O:24])[CH2:5][CH2:4][C:3]2([C:13]3[C:8](=[CH:9][CH:10]=[CH:11][CH:12]=3)[N:7]([C:14]([O:16][CH2:17][CH2:18][Si:19]([CH3:22])([CH3:21])[CH3:20])=[O:15])[CH2:6]2)[CH2:2]1.[Br:30]N1C(=O)CCC1=O.S([O-])([O-])(=O)=S.[Na+].[Na+]. The product is [Br:30][C:11]1[CH:12]=[C:13]2[C:3]3([CH2:4][CH2:5][N:1]([C:23]([O:25][C:26]([CH3:29])([CH3:28])[CH3:27])=[O:24])[CH2:2]3)[CH2:6][N:7]([C:14]([O:16][CH2:17][CH2:18][Si:19]([CH3:22])([CH3:20])[CH3:21])=[O:15])[C:8]2=[CH:9][CH:10]=1. (2) The reactants are Cl[CH2:2][C:3]1[S:4][C:5]([C:8]2[CH:13]=[CH:12][C:11]([CH2:14][CH2:15][CH2:16][CH3:17])=[CH:10][CH:9]=2)=[CH:6][CH:7]=1.[CH2:18]([C@H:25]1[CH2:29][O:28][C:27](=[O:30])[N:26]1[C:31](=[O:46])[CH2:32][C@@H:33]([C:39]1[CH:44]=[CH:43][C:42]([OH:45])=[CH:41][CH:40]=1)[C:34]1[CH:38]=[CH:37][O:36][N:35]=1)[C:19]1[CH:24]=[CH:23][CH:22]=[CH:21][CH:20]=1.C([O-])([O-])=O.[Cs+].[Cs+]. The catalyst is CN(C=O)C.CCOC(C)=O. The product is [CH2:14]([C:11]1[CH:12]=[CH:13][C:8]([C:5]2[S:4][C:3]([CH2:2][O:45][C:42]3[CH:43]=[CH:44][C:39]([C@@H:33]([C:34]4[CH:38]=[CH:37][O:36][N:35]=4)[CH2:32][C:31]([N:26]4[C@@H:25]([CH2:18][C:19]5[CH:24]=[CH:23][CH:22]=[CH:21][CH:20]=5)[CH2:29][O:28][C:27]4=[O:30])=[O:46])=[CH:40][CH:41]=3)=[CH:7][CH:6]=2)=[CH:9][CH:10]=1)[CH2:15][CH2:16][CH3:17]. The yield is 0.320. (3) The reactants are [F:1][C:2]1[CH:3]=[C:4]([C@:15]([NH:30][CH:31]=O)([C:23]2[CH:28]=[CH:27][C:26]([F:29])=[CH:25][CH:24]=2)[CH2:16][C:17]2[CH:22]=[CH:21][CH:20]=[CH:19][CH:18]=2)[CH:5]=[C:6]([O:8][C:9]([F:14])([F:13])[CH:10]([F:12])[F:11])[CH:7]=1.C(N(CC)CC)C.O=P(Cl)(Cl)Cl. The catalyst is C(Cl)Cl.CCOC(C)=O. The product is [F:1][C:2]1[CH:7]=[C:6]([O:8][C:9]([F:14])([F:13])[CH:10]([F:12])[F:11])[CH:5]=[C:4]([C@@:15]([C:23]2[CH:28]=[CH:27][C:26]([F:29])=[CH:25][CH:24]=2)([N+:30]#[C-:31])[CH2:16][C:17]2[CH:22]=[CH:21][CH:20]=[CH:19][CH:18]=2)[CH:3]=1. The yield is 0.870. (4) The reactants are [Cl:1][C:2]1[CH:7]=[CH:6][CH:5]=[CH:4][C:3]=1[C:8]1[C:9]([C:18]2[CH:23]=[CH:22][C:21]([Cl:24])=[CH:20][CH:19]=2)=[CH:10][C:11]2[N:12]([C:14](=O)[NH:15][N:16]=2)[N:13]=1.P(Cl)(Cl)([Cl:27])=O. No catalyst specified. The product is [Cl:27][C:14]1[N:12]2[N:13]=[C:8]([C:3]3[CH:4]=[CH:5][CH:6]=[CH:7][C:2]=3[Cl:1])[C:9]([C:18]3[CH:23]=[CH:22][C:21]([Cl:24])=[CH:20][CH:19]=3)=[CH:10][C:11]2=[N:16][N:15]=1. The yield is 1.00. (5) The reactants are [CH3:1][O:2][C:3]([C:5]1[C:6]2[CH:7](O)[C:8]([CH3:24])([CH3:23])[CH:9]([C:16]3[CH:21]=[CH:20][CH:19]=[C:18]([Br:22])[CH:17]=3)[NH:10][C:11]=2[CH:12]=[CH:13][C:14]=1[F:15])=[O:4].C([SiH](CC)CC)C. The yield is 0.500. The catalyst is FC(F)(F)C(O)=O. The product is [CH3:1][O:2][C:3]([C:5]1[C:6]2[CH2:7][C:8]([CH3:24])([CH3:23])[CH:9]([C:16]3[CH:21]=[CH:20][CH:19]=[C:18]([Br:22])[CH:17]=3)[NH:10][C:11]=2[CH:12]=[CH:13][C:14]=1[F:15])=[O:4]. (6) The reactants are [CH3:1][C:2]1[CH:3]=[CH:4][C:5]([NH:11][C:12]2[N:16]([C:17]3[CH:22]=[CH:21][CH:20]=[CH:19][C:18]=3[CH3:23])[N:15]=[C:14]([C:24]3[CH:29]=[CH:28][C:27]([CH3:30])=[CH:26][CH:25]=3)[CH:13]=2)=[C:6]([CH:10]=1)[C:7]([OH:9])=[O:8].C1C(=O)N([I:38])C(=O)C1.O. The catalyst is CC(O)=O.C(Cl)Cl.C(Cl)Cl. The product is [I:38][C:13]1[C:14]([C:24]2[CH:25]=[CH:26][C:27]([CH3:30])=[CH:28][CH:29]=2)=[N:15][N:16]([C:17]2[CH:22]=[CH:21][CH:20]=[CH:19][C:18]=2[CH3:23])[C:12]=1[NH:11][C:5]1[CH:4]=[CH:3][C:2]([CH3:1])=[CH:10][C:6]=1[C:7]([OH:9])=[O:8]. The yield is 0.140.